Dataset: Peptide-MHC class I binding affinity with 185,985 pairs from IEDB/IMGT. Task: Regression. Given a peptide amino acid sequence and an MHC pseudo amino acid sequence, predict their binding affinity value. This is MHC class I binding data. (1) The MHC is HLA-A02:02 with pseudo-sequence HLA-A02:02. The binding affinity (normalized) is 0.198. The peptide sequence is HINDQKFDDV. (2) The peptide sequence is SASAFFGMSR. The MHC is HLA-A11:01 with pseudo-sequence HLA-A11:01. The binding affinity (normalized) is 0.771.